From a dataset of Reaction yield outcomes from USPTO patents with 853,638 reactions. Predict the reaction yield, written as a fraction of the theoretical maximum amount of product (1.0 means a 100% yield; for example, 0.34 means a 34% yield). (1) The reactants are [CH3:1][C:2]1[CH:7]=[C:6]([CH3:8])[NH:5][C:4](=[O:9])[C:3]=1[CH2:10][NH:11][C:12]([C:14]1[C:15]2[CH:30]=[N:29][N:28]([CH:31]([CH3:33])[CH3:32])[C:16]=2[N:17]=[C:18]([C:20]2[CH:25]=[CH:24][CH:23]=[C:22]([CH2:26]O)[CH:21]=2)[CH:19]=1)=[O:13].C1(P(C2C=CC=CC=2)C2C=CC=CC=2)C=CC=CC=1.C(Br)(Br)(Br)[Br:54]. The catalyst is C(Cl)Cl. The product is [Br:54][CH2:26][C:22]1[CH:21]=[C:20]([C:18]2[CH:19]=[C:14]([C:12]([NH:11][CH2:10][C:3]3[C:4](=[O:9])[NH:5][C:6]([CH3:8])=[CH:7][C:2]=3[CH3:1])=[O:13])[C:15]3[CH:30]=[N:29][N:28]([CH:31]([CH3:32])[CH3:33])[C:16]=3[N:17]=2)[CH:25]=[CH:24][CH:23]=1. The yield is 0.522. (2) The reactants are C(O[C:4](=O)[CH:5]=[CH:6][C:7]1C=CC(C)=[CH:9][CH:8]=1)C.[N+:15](CCC1NC=CC=1)([O-:17])=[O:16].[O:25]=C(C=C(C)C)C.C1CCN2C(=NCCC2)CC1. No catalyst specified. The product is [N+:15]([CH:7]([CH2:6][CH2:5][CH3:4])[C:8](=[O:25])[CH3:9])([O-:17])=[O:16]. The yield is 0.740. (3) The reactants are [CH3:1][O:2][C:3](=[O:18])[C:4]1[C:5](=[C:10]([CH3:17])[C:11]([CH:15]=[CH2:16])=[CH:12][C:13]=1[OH:14])[C:6]([O:8][CH3:9])=[O:7]. The catalyst is C1C=CC=CC=1.CCOC(C)=O. The product is [CH3:1][O:2][C:3](=[O:18])[C:4]1[C:5](=[C:10]([CH3:17])[C:11]([CH2:15][CH3:16])=[CH:12][C:13]=1[OH:14])[C:6]([O:8][CH3:9])=[O:7]. The yield is 0.880. (4) The reactants are [BH3-]C#N.[Na+].[CH:5]([CH:18]1[CH2:23][C:22](=[O:24])[CH:21]=[CH:20][O:19]1)([C:12]1[CH:17]=[CH:16][CH:15]=[CH:14][CH:13]=1)[C:6]1[CH:11]=[CH:10][CH:9]=[CH:8][CH:7]=1.B(F)(F)F.CCOCC. The catalyst is C1COCC1.CCCCCC.C(OCC)(=O)C. The product is [CH:5]([C@H:18]1[CH2:23][C@H:22]([OH:24])[CH2:21][CH2:20][O:19]1)([C:12]1[CH:17]=[CH:16][CH:15]=[CH:14][CH:13]=1)[C:6]1[CH:7]=[CH:8][CH:9]=[CH:10][CH:11]=1. The yield is 0.680. (5) The reactants are [C:1]([O:5][C:6]([N:8]1[C:12]2[CH:13]([NH:17][CH2:18][CH2:19][CH2:20][CH2:21][NH:22][C:23]([O:25][C:26]([CH3:29])([CH3:28])[CH3:27])=[O:24])[CH2:14][CH2:15][CH2:16][C:11]=2[N:10]=[CH:9]1)=[O:7])([CH3:4])([CH3:3])[CH3:2].[C:30]([O:34][C:35]([N:37]1[C:41]2[CH:42]=[CH:43][CH:44]=[CH:45][C:40]=2[N:39]=[C:38]1[CH2:46]Cl)=[O:36])([CH3:33])([CH3:32])[CH3:31].[I-].[K+].C(N(C(C)C)CC)(C)C.C(=O)(O)[O-].[Na+]. The catalyst is CC#N. The product is [C:30]([O:34][C:35]([N:37]1[C:41]2[CH:42]=[CH:43][CH:44]=[CH:45][C:40]=2[N:39]=[C:38]1[CH2:46][N:17]([CH2:18][CH2:19][CH2:20][CH2:21][NH:22][C:23]([O:25][C:26]([CH3:29])([CH3:28])[CH3:27])=[O:24])[CH:13]1[C:12]2[N:8]([C:6]([O:5][C:1]([CH3:4])([CH3:3])[CH3:2])=[O:7])[CH:9]=[N:10][C:11]=2[CH2:16][CH2:15][CH2:14]1)=[O:36])([CH3:33])([CH3:32])[CH3:31]. The yield is 0.470. (6) The reactants are [CH:1]([C:3]1[CH:18]=[CH:17][C:6]([O:7][C:8]2[CH:16]=[CH:15][C:11]([C:12]([NH2:14])=[O:13])=[CH:10][N:9]=2)=[CH:5][CH:4]=1)=O.[CH2:19]([N:26]1[CH2:30][CH2:29][C@H:28]([NH2:31])[CH2:27]1)[C:20]1[CH:25]=[CH:24][CH:23]=[CH:22][CH:21]=1.[BH4-].[Na+]. The catalyst is CO. The yield is 0.430. The product is [CH2:19]([N:26]1[CH2:30][CH2:29][C@H:28]([NH:31][CH2:1][C:3]2[CH:18]=[CH:17][C:6]([O:7][C:8]3[CH:16]=[CH:15][C:11]([C:12]([NH2:14])=[O:13])=[CH:10][N:9]=3)=[CH:5][CH:4]=2)[CH2:27]1)[C:20]1[CH:21]=[CH:22][CH:23]=[CH:24][CH:25]=1. (7) The reactants are [F:1][C:2]([F:12])([F:11])[C:3]1[CH:4]=[C:5]([NH:9][NH2:10])[CH:6]=[CH:7][CH:8]=1.[CH2:13]([O:15][C:16](=[O:26])[CH:17]([C:23](=O)[CH3:24])[C:18](=O)[CH2:19][O:20][CH3:21])[CH3:14]. No catalyst specified. The product is [CH2:13]([O:15][C:16]([C:17]1[C:18]([CH2:19][O:20][CH3:21])=[N:10][N:9]([C:5]2[CH:6]=[CH:7][CH:8]=[C:3]([C:2]([F:11])([F:12])[F:1])[CH:4]=2)[C:23]=1[CH3:24])=[O:26])[CH3:14]. The yield is 0.250.